This data is from Full USPTO retrosynthesis dataset with 1.9M reactions from patents (1976-2016). The task is: Predict the reactants needed to synthesize the given product. (1) Given the product [N:19]1([CH2:18][CH2:17][O:16][C:15]2[CH:24]=[CH:25][C:12]([NH:1][C:2]3[N:7]=[CH:6][C:5]([NH2:8])=[CH:4][N:3]=3)=[CH:13][CH:14]=2)[CH2:23][CH2:22][CH2:21][CH2:20]1, predict the reactants needed to synthesize it. The reactants are: [NH2:1][C:2]1[N:7]=[CH:6][C:5]([N+:8]([O-])=O)=[CH:4][N:3]=1.Br[C:12]1[CH:25]=[CH:24][C:15]([O:16][CH2:17][CH2:18][N:19]2[CH2:23][CH2:22][CH2:21][CH2:20]2)=[CH:14][CH:13]=1.C([O-])([O-])=O.[Cs+].[Cs+].CC1(C)C2C(=C(P(C3C=CC=CC=3)C3C=CC=CC=3)C=CC=2)OC2C(P(C3C=CC=CC=3)C3C=CC=CC=3)=CC=CC1=2. (2) Given the product [O:27]=[C:25]1[CH:26]=[C:3]([C:2]([F:13])([F:12])[F:1])[O:33][C:32]2[C:31]([C:34]([O:36][CH3:37])=[O:35])=[CH:30][S:29][C:28]1=2, predict the reactants needed to synthesize it. The reactants are: [F:1][C:2]([F:13])([F:12])[C:3](O[C:3](=O)[C:2]([F:13])([F:12])[F:1])=O.N12CCCN=C1CCCCC2.[C:25]([C:28]1[S:29][CH:30]=[C:31]([C:34]([O:36][CH3:37])=[O:35])[C:32]=1[OH:33])(=[O:27])[CH3:26].Cl. (3) Given the product [Cl:1][C:2]1[CH:7]=[CH:6][C:5]([CH3:8])=[CH:4][N+:3]=1[O-:13], predict the reactants needed to synthesize it. The reactants are: [Cl:1][C:2]1[CH:7]=[CH:6][C:5]([CH3:8])=[CH:4][N:3]=1.OO.NC(N)=[O:13].FC(F)(F)C(O)=O.S(S([O-])=O)([O-])=O.[Na+].[Na+].Cl. (4) Given the product [NH2:10][C:11]1[CH:16]=[CH:15][N:14]2[N:17]=[CH:18][C:19]([CH:27]=[O:28])=[C:13]2[CH:12]=1, predict the reactants needed to synthesize it. The reactants are: O=P(Cl)(Cl)Cl.FC(F)(F)C([NH:10][C:11]1[CH:16]=[CH:15][N:14]2[N:17]=[CH:18][CH:19]=[C:13]2[CH:12]=1)=O.[OH-].[Na+].CN([CH:27]=[O:28])C. (5) Given the product [CH3:4][C:2]([C:5]#[C:6]/[CH:7]=[CH:8]/[CH2:9][N:10]([CH2:12][C:13]1[CH:14]=[CH:15][CH:16]=[C:17]2[CH:22]=[CH:21][CH:20]=[CH:19][C:18]=12)[CH3:11])([CH3:1])[CH3:3].[C:23]([O-:26])(=[O:25])[CH3:24], predict the reactants needed to synthesize it. The reactants are: [CH3:1][C:2]([C:5]#[C:6]/[CH:7]=[CH:8]/[CH2:9][N:10]([CH2:12][C:13]1[CH:14]=[CH:15][CH:16]=[C:17]2[CH:22]=[CH:21][CH:20]=[CH:19][C:18]=12)[CH3:11])([CH3:4])[CH3:3].[C:23]([OH:26])(=[O:25])[CH3:24]. (6) Given the product [NH:1]([C:18]([O:20][CH2:21][C:22]1[CH:27]=[CH:26][CH:25]=[CH:24][CH:23]=1)=[O:19])[C@@H:2]([C:8]([O:10][CH2:11][C:12]1[CH:17]=[CH:16][CH:15]=[CH:14][CH:13]=1)=[O:9])[CH2:3][CH2:4][C:5]([NH:49][C@@H:50]([C:61]([OH:63])=[O:62])[CH2:51][C:52]1[C:60]2[C:55](=[CH:56][CH:57]=[CH:58][CH:59]=2)[NH:54][CH:53]=1)=[O:7], predict the reactants needed to synthesize it. The reactants are: [NH:1]([C:18]([O:20][CH2:21][C:22]1[CH:27]=[CH:26][CH:25]=[CH:24][CH:23]=1)=[O:19])[C@@H:2]([C:8]([O:10][CH2:11][C:12]1[CH:17]=[CH:16][CH:15]=[CH:14][CH:13]=1)=[O:9])[CH2:3][CH2:4][C:5](=[O:7])O.ON1C(=O)CCC1=O.CCN=C=NCCCN(C)C.Cl.Cl.[NH2:49][C@@H:50]([C:61]([OH:63])=[O:62])[CH2:51][C:52]1[C:60]2[C:55](=[CH:56][CH:57]=[CH:58][CH:59]=2)[NH:54][CH:53]=1.CCN(C(C)C)C(C)C. (7) Given the product [CH3:77][O:76][C:74]1[CH:73]=[C:70]([CH2:71][NH:72][C:50]([C:45]2[CH:46]=[N:47][C:48]3[C:43]([C:44]=2[NH:53][C:54]2[CH:55]=[C:56]([CH:57]=[CH:58][CH:59]=2)[C:60]([O:62][CH2:63][CH3:64])=[O:61])=[CH:42][CH:41]=[C:40]([C:39]2[C:35]([CH3:34])=[N:36][O:37][C:38]=2[CH3:65])[CH:49]=3)=[O:52])[CH:69]=[C:68]([O:67][CH3:66])[CH:75]=1, predict the reactants needed to synthesize it. The reactants are: F[P-](F)(F)(F)(F)F.N1(O[P+](N2CCCC2)(N2CCCC2)N2CCCC2)C2C=CC=CC=2N=N1.[CH3:34][C:35]1[C:39]([C:40]2[CH:49]=[C:48]3[C:43]([C:44]([NH:53][C:54]4[CH:59]=[CH:58][CH:57]=[C:56]([C:60]([O:62][CH2:63][CH3:64])=[O:61])[CH:55]=4)=[C:45]([C:50]([OH:52])=O)[CH:46]=[N:47]3)=[CH:42][CH:41]=2)=[C:38]([CH3:65])[O:37][N:36]=1.[CH3:66][O:67][C:68]1[CH:69]=[C:70]([CH:73]=[C:74]([O:76][CH3:77])[CH:75]=1)[CH2:71][NH2:72].C(N(CC)CC)C. (8) The reactants are: CC1(C)[O:6][C@@H:5]([CH2:7][CH2:8][O:9][C:10]2[CH:18]=[C:17]([F:19])[CH:16]=[C:15]([NH:20][C:21]3[CH:26]=[CH:25][C:24]([I:27])=[CH:23][C:22]=3[F:28])[C:11]=2[C:12]([NH2:14])=[O:13])[CH2:4][O:3]1.Cl. Given the product [OH:6][C@H:5]([CH2:4][OH:3])[CH2:7][CH2:8][O:9][C:10]1[CH:18]=[C:17]([F:19])[CH:16]=[C:15]([NH:20][C:21]2[CH:26]=[CH:25][C:24]([I:27])=[CH:23][C:22]=2[F:28])[C:11]=1[C:12]([NH2:14])=[O:13], predict the reactants needed to synthesize it. (9) Given the product [Cl:8][C:7]1[C:2]([N:11]2[CH2:15][CH2:14][CH:13]([C:16]([O:18][CH3:19])=[O:17])[CH2:12]2)=[CH:3][C:4](=[O:10])[N:5]([CH3:9])[N:6]=1, predict the reactants needed to synthesize it. The reactants are: Cl[C:2]1[C:7]([Cl:8])=[N:6][N:5]([CH3:9])[C:4](=[O:10])[CH:3]=1.[NH:11]1[CH2:15][CH2:14][CH:13]([C:16]([O:18][CH3:19])=[O:17])[CH2:12]1.Cl.C(N(CC)CC)C.